Dataset: Catalyst prediction with 721,799 reactions and 888 catalyst types from USPTO. Task: Predict which catalyst facilitates the given reaction. (1) Product: [C:1]1([S:7]([OH:10])(=[O:9])=[O:8])[CH:6]=[CH:5][CH:4]=[CH:3][CH:2]=1.[Cl:11][C:12]1[CH:17]=[CH:16][C:15]([CH:18]2[N:22]([C:23]3[CH:28]=[CH:27][C:26]([Cl:29])=[CH:25][C:24]=3[Cl:30])[N:21]=[C:20]([C:31]([NH:33][N:34]3[CH2:35][CH2:36][CH2:37][CH2:38][CH2:39]3)=[O:32])[CH2:19]2)=[CH:14][CH:13]=1. Reactant: [C:1]1([S:7]([OH:10])(=[O:9])=[O:8])[CH:6]=[CH:5][CH:4]=[CH:3][CH:2]=1.[Cl:11][C:12]1[CH:17]=[CH:16][C:15]([CH:18]2[N:22]([C:23]3[CH:28]=[CH:27][C:26]([Cl:29])=[CH:25][C:24]=3[Cl:30])[N:21]=[C:20]([C:31]([NH:33][N:34]3[CH2:39][CH2:38][CH2:37][CH2:36][CH2:35]3)=[O:32])[CH2:19]2)=[CH:14][CH:13]=1. The catalyst class is: 21. (2) The catalyst class is: 5. Product: [CH3:1][O:2][C:3](=[O:17])/[C:4](/[C:6]1[CH:11]=[CH:10][C:9]([S:12]([CH3:15])(=[O:14])=[O:13])=[C:8]([Cl:16])[CH:7]=1)=[N:26]/[O:25][CH:19]1[CH2:24][CH2:23][CH2:22][CH2:21][CH2:20]1. Reactant: [CH3:1][O:2][C:3](=[O:17])[C:4]([C:6]1[CH:11]=[CH:10][C:9]([S:12]([CH3:15])(=[O:14])=[O:13])=[C:8]([Cl:16])[CH:7]=1)=O.Cl.[CH:19]1([O:25][NH2:26])[CH2:24][CH2:23][CH2:22][CH2:21][CH2:20]1. (3) Reactant: Cl.[CH:2]12[NH:9][CH:6]([CH2:7][CH2:8]1)[CH2:5][CH:4]([C:10]1[CH:11]=[C:12]([CH:21]=[CH:22][C:23]=1[F:24])[CH2:13][NH:14][C:15](=[O:20])[C:16]([F:19])([F:18])[F:17])[CH2:3]2.[Br:25][C:26]1[C:27]([CH3:38])=[C:28]([C:35](O)=[O:36])[S:29][C:30]=1[O:31][CH2:32][CH2:33][CH3:34].CCN=C=NCCCN(C)C.Cl.O. Product: [Br:25][C:26]1[C:27]([CH3:38])=[C:28]([C:35]([N:9]2[CH:6]3[CH2:7][CH2:8][CH:2]2[CH2:3][CH:4]([C:10]2[CH:11]=[C:12]([CH:21]=[CH:22][C:23]=2[F:24])[CH2:13][NH:14][C:15](=[O:20])[C:16]([F:17])([F:18])[F:19])[CH2:5]3)=[O:36])[S:29][C:30]=1[O:31][CH2:32][CH2:33][CH3:34]. The catalyst class is: 2.